From a dataset of Reaction yield outcomes from USPTO patents with 853,638 reactions. Predict the reaction yield, written as a fraction of the theoretical maximum amount of product (1.0 means a 100% yield; for example, 0.34 means a 34% yield). The reactants are I[C:2]1[S:6][C:5]([NH:7][C:8](=[O:10])[CH3:9])=[N:4][C:3]=1[CH3:11].C([C:14]1[S:18][C:17](C2SC(NC(=O)C)=NC=2C)=[CH:16][CH:15]=1)=O.[F-].[K+].CC1(C)C(C)(C)OB(C2C=CSC=2)O1. The catalyst is C1(C)C=CC=CC=1.CO.C1C=CC(P(C2C=CC=CC=2)[C-]2C=CC=C2)=CC=1.C1C=CC(P(C2C=CC=CC=2)[C-]2C=CC=C2)=CC=1.Cl[Pd]Cl.[Fe+2]. The product is [CH3:11][C:3]1[N:4]=[C:5]([NH:7][C:8](=[O:10])[CH3:9])[S:6][C:2]=1[C:16]1[CH:15]=[CH:14][S:18][CH:17]=1. The yield is 0.660.